From a dataset of Forward reaction prediction with 1.9M reactions from USPTO patents (1976-2016). Predict the product of the given reaction. (1) The product is: [C:1]([O:5][C:6]([NH:8][C@H:9]([CH2:13][C:14]1[CH:19]=[CH:18][C:17]([Cl:20])=[CH:16][CH:15]=1)[C:10]([N:38]1[CH2:39][CH2:40][C:46]([CH:29]2[CH2:28][CH2:27][CH2:26][CH2:25][CH2:30]2)([C:48]([O:50][CH2:21][CH3:22])=[O:49])[CH2:43][CH2:41]1)=[O:12])=[O:7])([CH3:2])([CH3:3])[CH3:4]. Given the reactants [C:1]([O:5][C:6]([NH:8][C@H:9]([CH2:13][C:14]1[CH:19]=[CH:18][C:17]([Cl:20])=[CH:16][CH:15]=1)[C:10]([OH:12])=O)=[O:7])([CH3:4])([CH3:3])[CH3:2].[CH2:21](Cl)[CH2:22]Cl.[CH:25]1[CH:26]=[CH:27][C:28]2N(O)N=N[C:29]=2[CH:30]=1.C([N:38]([CH:41]([CH3:43])C)[CH2:39][CH3:40])(C)C.[C:48]([OH:50])(=[O:49])[CH2:46][C:46]([CH2:46][C:48]([OH:50])=[O:49])([C:48]([OH:50])=[O:49])O, predict the reaction product. (2) Given the reactants [NH2:1][N:2]1[N:11]=[C:10]([N:12]2[CH2:17][CH2:16][O:15][CH2:14][CH2:13]2)[C:9]2[C:4](=[CH:5][CH:6]=[CH:7][CH:8]=2)[C:3]1=[O:18].[CH3:19][O:20][C:21]1[CH:22]=[C:23]([CH2:27][C:28](O)=[O:29])[CH:24]=[CH:25][CH:26]=1, predict the reaction product. The product is: [CH3:19][O:20][C:21]1[CH:22]=[C:23]([CH2:27][C:28]([NH:1][N:2]2[N:11]=[C:10]([N:12]3[CH2:17][CH2:16][O:15][CH2:14][CH2:13]3)[C:9]3[C:4](=[CH:5][CH:6]=[CH:7][CH:8]=3)[C:3]2=[O:18])=[O:29])[CH:24]=[CH:25][CH:26]=1. (3) Given the reactants [CH3:1][N:2]([CH3:51])[CH2:3][CH2:4][O:5][C:6](=[O:50])[CH2:7][C:8]1[CH:13]=[CH:12][C:11]([C:14]2[CH:15]=[CH:16][C:17]3=[C:18]([CH:49]=2)[N:19]=[C:20]([NH:41]C(OC(C)(C)C)=O)[CH2:21][C:22]([C:24](=[O:40])[N:25]([CH2:29][CH2:30][CH2:31][O:32][Si](C(C)(C)C)(C)C)[CH2:26][CH2:27][CH3:28])=[CH:23]3)=[CH:10][CH:9]=1, predict the reaction product. The product is: [CH3:51][N:2]([CH3:1])[CH2:3][CH2:4][O:5][C:6](=[O:50])[CH2:7][C:8]1[CH:9]=[CH:10][C:11]([C:14]2[CH:15]=[CH:16][C:17]3=[C:18]([CH:49]=2)[N:19]=[C:20]([NH2:41])[CH2:21][C:22]([C:24](=[O:40])[N:25]([CH2:29][CH2:30][CH2:31][OH:32])[CH2:26][CH2:27][CH3:28])=[CH:23]3)=[CH:12][CH:13]=1.